Task: Regression. Given a peptide amino acid sequence and an MHC pseudo amino acid sequence, predict their binding affinity value. This is MHC class II binding data.. Dataset: Peptide-MHC class II binding affinity with 134,281 pairs from IEDB (1) The peptide sequence is FETIVVTVDSLPEFK. The MHC is HLA-DQA10104-DQB10503 with pseudo-sequence HLA-DQA10104-DQB10503. The binding affinity (normalized) is 0.179. (2) The peptide sequence is YDKFLANVSKVLTGK. The MHC is DRB1_1602 with pseudo-sequence DRB1_1602. The binding affinity (normalized) is 0.674. (3) The peptide sequence is GVDYTITVYAVTYYK. The MHC is HLA-DQA10101-DQB10501 with pseudo-sequence HLA-DQA10101-DQB10501. The binding affinity (normalized) is 0.381. (4) The peptide sequence is AFQLDGDNLFPKV. The MHC is DRB1_0401 with pseudo-sequence DRB1_0401. The binding affinity (normalized) is 0.680. (5) The binding affinity (normalized) is 0. The peptide sequence is YDTLGTLCNSTEDGP. The MHC is DRB1_0901 with pseudo-sequence DRB1_0901. (6) The peptide sequence is NRATWASHIHLVIHR. The MHC is HLA-DQA10201-DQB10303 with pseudo-sequence HLA-DQA10201-DQB10303. The binding affinity (normalized) is 0.490. (7) The peptide sequence is TSREVLLLTIGLSLV. The MHC is DRB1_0701 with pseudo-sequence DRB1_0701. The binding affinity (normalized) is 0.628. (8) The peptide sequence is LEAAVKQAYAATIAA. The MHC is HLA-DQA10201-DQB10202 with pseudo-sequence HLA-DQA10201-DQB10202. The binding affinity (normalized) is 0.198. (9) The peptide sequence is TKETETEAPAAPAEG. The MHC is HLA-DQA10501-DQB10301 with pseudo-sequence HLA-DQA10501-DQB10301. The binding affinity (normalized) is 0.412. (10) The peptide sequence is RFDTNGDGKISLSEL. The MHC is DRB1_0701 with pseudo-sequence DRB1_0701. The binding affinity (normalized) is 0.392.